Predict the product of the given reaction. From a dataset of Forward reaction prediction with 1.9M reactions from USPTO patents (1976-2016). (1) Given the reactants [CH:1]1([CH:4]([C:16]2[CH:17]=[N:18][C:19]([O:22][CH3:23])=[CH:20][CH:21]=2)[O:5][C:6]2[CH:13]=[CH:12][C:9]([C:10]#[N:11])=[CH:8][C:7]=2[O:14][CH3:15])[CH2:3][CH2:2]1.[BH4-].[Na+], predict the reaction product. The product is: [CH:1]1([CH:4]([C:16]2[CH:17]=[N:18][C:19]([O:22][CH3:23])=[CH:20][CH:21]=2)[O:5][C:6]2[CH:13]=[CH:12][C:9]([CH2:10][NH2:11])=[CH:8][C:7]=2[O:14][CH3:15])[CH2:3][CH2:2]1. (2) Given the reactants [F:1][C:2]1[CH:7]=[CH:6][CH:5]=[CH:4][C:3]=1[C:8]1[NH:16][C:11]2[N:12]=[N:13][CH:14]=[CH:15][C:10]=2[CH:9]=1.[F:17][C:18]([F:38])([F:37])[C:19]1[CH:24]=[C:23]([C:25]([F:28])([F:27])[F:26])[CH:22]=[CH:21][C:20]=1[C:29]1[N:30]=[N:31][C:32]([CH2:35]Cl)=[CH:33][CH:34]=1, predict the reaction product. The product is: [F:38][C:18]([F:17])([F:37])[C:19]1[CH:24]=[C:23]([C:25]([F:28])([F:26])[F:27])[CH:22]=[CH:21][C:20]=1[C:29]1[N:30]=[N:31][C:32]([CH2:35][N:13]2[CH:14]=[CH:15][C:10]3=[CH:9][C:8]([C:3]4[CH:4]=[CH:5][CH:6]=[CH:7][C:2]=4[F:1])=[N:16][C:11]3=[N:12]2)=[CH:33][CH:34]=1. (3) Given the reactants [Cl:1][C:2]1[C:7]([CH2:8][C:9]([O:11][CH3:12])=[O:10])=[C:6]([N:13]([CH3:15])[CH3:14])[N:5]=[C:4]([CH2:16][C:17]2[CH:22]=[CH:21][C:20]([NH:23][CH3:24])=[CH:19][CH:18]=2)[N:3]=1.ON1C2C=CC=CC=2N=N1.C(N(CC)CC)C.[Cl:42][C:43]1[CH:51]=[CH:50][C:46]([C:47](O)=[O:48])=[CH:45][CH:44]=1, predict the reaction product. The product is: [Cl:1][C:2]1[C:7]([CH2:8][C:9]([O:11][CH3:12])=[O:10])=[C:6]([N:13]([CH3:14])[CH3:15])[N:5]=[C:4]([CH2:16][C:17]2[CH:22]=[CH:21][C:20]([N:23]([C:47](=[O:48])[C:46]3[CH:50]=[CH:51][C:43]([Cl:42])=[CH:44][CH:45]=3)[CH3:24])=[CH:19][CH:18]=2)[N:3]=1. (4) Given the reactants [NH:1]1[C:9]2[C:4](=[C:5]([O:10][CH2:11][C@@H:12]3[CH2:16][CH2:15][CH2:14][N:13]3[C:17]([O:19][C:20]([CH3:23])([CH3:22])[CH3:21])=[O:18])[CH:6]=[CH:7][CH:8]=2)[CH:3]=[CH:2]1.[H-].[Na+].[C:26]1([S:32](Cl)(=[O:34])=[O:33])[CH:31]=[CH:30][CH:29]=[CH:28][CH:27]=1, predict the reaction product. The product is: [C:26]1([S:32]([N:1]2[C:9]3[C:4](=[C:5]([O:10][CH2:11][C@@H:12]4[CH2:16][CH2:15][CH2:14][N:13]4[C:17]([O:19][C:20]([CH3:23])([CH3:22])[CH3:21])=[O:18])[CH:6]=[CH:7][CH:8]=3)[CH:3]=[CH:2]2)(=[O:34])=[O:33])[CH:31]=[CH:30][CH:29]=[CH:28][CH:27]=1. (5) Given the reactants Br[C:2]1[CH:7]=[CH:6][C:5]([C@@H:8]2[CH2:10][C@H:9]2[NH:11][CH2:12][C:13]([NH2:15])=[O:14])=[CH:4][CH:3]=1.[F:16][C:17]([F:28])([F:27])[C:18]1[CH:19]=[C:20](B(O)O)[CH:21]=[CH:22][CH:23]=1.C([O-])([O-])=O.[K+].[K+], predict the reaction product. The product is: [F:16][C:17]([F:28])([F:27])[C:18]1[CH:23]=[C:22]([C:2]2[CH:7]=[CH:6][C:5]([C@@H:8]3[CH2:10][C@H:9]3[NH:11][CH2:12][C:13]([NH2:15])=[O:14])=[CH:4][CH:3]=2)[CH:21]=[CH:20][CH:19]=1. (6) Given the reactants [C:1]1([C:7]2[CH:14]=[CH:13][CH:12]=[CH:11][C:8]=2[CH2:9]Br)[CH:6]=[CH:5][CH:4]=[CH:3][CH:2]=1.[NH:15]1[CH2:20][CH2:19][NH:18][CH2:17][CH2:16]1, predict the reaction product. The product is: [C:7]1([C:1]2[CH:6]=[CH:5][CH:4]=[CH:3][CH:2]=2)[CH:14]=[CH:13][CH:12]=[CH:11][C:8]=1[CH2:9][N:15]1[CH2:20][CH2:19][NH:18][CH2:17][CH2:16]1. (7) Given the reactants [CH3:1][C:2]1[CH:3]=[CH:4][C:5]2[N:6]([C:8]([CH2:18][CH:19]=[O:20])=[C:9]([C:11]3[CH:16]=[CH:15][C:14]([CH3:17])=[CH:13][CH:12]=3)[N:10]=2)[CH:7]=1.Br[C:22]1[CH:26]=[CH:25][S:24][CH:23]=1, predict the reaction product. The product is: [CH3:1][C:2]1[CH:3]=[CH:4][C:5]2[N:6]([C:8]([CH2:18][C:19]([C:22]3[CH:26]=[CH:25][S:24][CH:23]=3)=[O:20])=[C:9]([C:11]3[CH:16]=[CH:15][C:14]([CH3:17])=[CH:13][CH:12]=3)[N:10]=2)[CH:7]=1.